From a dataset of Forward reaction prediction with 1.9M reactions from USPTO patents (1976-2016). Predict the product of the given reaction. Given the reactants [CH3:1][N:2]1[C:10]2[C:9]([O:11][C:12]3[CH:13]=[C:14]([CH:16]=[CH:17][CH:18]=3)[NH2:15])=[N:8][CH:7]=[N:6][C:5]=2[CH:4]=[CH:3]1.C(N(CC)CC)C.[C:26](Cl)(=[O:33])[C:27]1[CH:32]=[CH:31][CH:30]=[CH:29][CH:28]=1, predict the reaction product. The product is: [CH3:1][N:2]1[C:10]2[C:9]([O:11][C:12]3[CH:13]=[C:14]([NH:15][C:26](=[O:33])[C:27]4[CH:32]=[CH:31][CH:30]=[CH:29][CH:28]=4)[CH:16]=[CH:17][CH:18]=3)=[N:8][CH:7]=[N:6][C:5]=2[CH:4]=[CH:3]1.